From a dataset of Full USPTO retrosynthesis dataset with 1.9M reactions from patents (1976-2016). Predict the reactants needed to synthesize the given product. (1) Given the product [Cl:18][C:19]1[CH:20]=[C:21]([CH:24]=[CH:25][C:26]=1[Cl:27])[CH2:22][N:8]1[C:9]2[C:5](=[C:4]([N+:1]([O-:3])=[O:2])[CH:12]=[CH:11][CH:10]=2)[CH:6]=[C:7]1[C:13]([O:15][CH2:16][CH3:17])=[O:14], predict the reactants needed to synthesize it. The reactants are: [N+:1]([C:4]1[CH:12]=[CH:11][CH:10]=[C:9]2[C:5]=1[CH:6]=[C:7]([C:13]([O:15][CH2:16][CH3:17])=[O:14])[NH:8]2)([O-:3])=[O:2].[Cl:18][C:19]1[CH:20]=[C:21]([CH:24]=[CH:25][C:26]=1[Cl:27])[CH2:22]Cl.C(=O)([O-])[O-].[K+].[K+].[I-].[K+]. (2) The reactants are: [C:1]([O:5][C:6]([N:8]1[CH2:12][CH2:11][CH2:10][CH:9]1[C:13]1[NH:14][C:15]([C:18]2[CH:31]=[CH:30][C:29]3[C:28]4[C:23](=[CH:24][C:25](Br)=[CH:26][CH:27]=4)[CH2:22][CH2:21][C:20]=3[CH:19]=2)=[CH:16][N:17]=1)=[O:7])([CH3:4])([CH3:3])[CH3:2].C([Sn](CCCC)(CCCC)[C:38]([O:40]CC)=[CH2:39])CCC.O.C1C(=O)N([Br:59])C(=O)C1. Given the product [C:1]([O:5][C:6]([N:8]1[CH2:12][CH2:11][CH2:10][CH:9]1[C:13]1[NH:14][C:15]([C:18]2[CH:31]=[CH:30][C:29]3[C:28]4[C:23](=[CH:24][C:25]([C:38](=[O:39])[CH2:40][Br:59])=[CH:26][CH:27]=4)[CH2:22][CH2:21][C:20]=3[CH:19]=2)=[CH:16][N:17]=1)=[O:7])([CH3:4])([CH3:3])[CH3:2], predict the reactants needed to synthesize it. (3) The reactants are: CC(OI1(OC(C)=O)(OC(C)=O)OC(=O)C2C=CC=CC1=2)=O.[S:23]1[C:28]2[CH:29]=[CH:30][C:31]([CH2:33][OH:34])=[CH:32][C:27]=2[NH:26][CH2:25][CH2:24]1. Given the product [S:23]1[C:28]2[CH:29]=[CH:30][C:31]([CH:33]=[O:34])=[CH:32][C:27]=2[NH:26][CH2:25][CH2:24]1, predict the reactants needed to synthesize it.